Dataset: Forward reaction prediction with 1.9M reactions from USPTO patents (1976-2016). Task: Predict the product of the given reaction. Given the reactants [I:1][C:2]1[CH:7]=[CH:6][C:5]([NH:8][N:9]=[C:10]([C:14](Cl)=[O:15])[C:11](Cl)=[O:12])=[C:4]([CH3:17])[CH:3]=1.[CH2:18]([OH:22])[CH2:19][CH2:20][CH3:21], predict the reaction product. The product is: [I:1][C:2]1[CH:7]=[C:6]2[C:5](=[C:4]([CH3:17])[CH:3]=1)[NH:8][N:9]=[C:10]([C:14]([O:22][CH2:18][CH2:19][CH2:20][CH3:21])=[O:15])[C:11]2=[O:12].